Dataset: Catalyst prediction with 721,799 reactions and 888 catalyst types from USPTO. Task: Predict which catalyst facilitates the given reaction. (1) Reactant: Br[C:2]1[C:3]([Cl:25])=[CH:4][CH:5]=[C:6]2[C:10]=1[NH:9][C:8]([CH3:11])=[C:7]2[CH2:12][CH2:13][CH2:14][O:15][C:16]1[CH:21]=[C:20]([CH3:22])[C:19]([Cl:23])=[C:18]([CH3:24])[CH:17]=1.[CH3:26][N:27]1[C:31]([CH3:32])=[C:30](B2OC(C)(C)C(C)(C)O2)[C:29]([CH3:42])=[N:28]1.C([O-])([O-])=O.[K+].[K+]. Product: [Cl:25][C:3]1[C:2]([C:30]2[C:29]([CH3:42])=[N:28][N:27]([CH3:26])[C:31]=2[CH3:32])=[C:10]2[C:6]([C:7]([CH2:12][CH2:13][CH2:14][O:15][C:16]3[CH:21]=[C:20]([CH3:22])[C:19]([Cl:23])=[C:18]([CH3:24])[CH:17]=3)=[C:8]([CH3:11])[NH:9]2)=[CH:5][CH:4]=1. The catalyst class is: 70. (2) Product: [CH3:1][C:2]1[C:10]([B:11]2[O:15][C:14]([CH3:16])([CH3:17])[C:13]([CH3:18])([CH3:19])[O:12]2)=[CH:9][CH:8]=[CH:7][C:3]=1[C:4]([NH:32][C:28]1[CH:29]=[CH:30][CH:31]=[C:26]([C:25]([F:24])([F:33])[F:34])[CH:27]=1)=[O:5]. Reactant: [CH3:1][C:2]1[C:10]([B:11]2[O:15][C:14]([CH3:17])([CH3:16])[C:13]([CH3:19])([CH3:18])[O:12]2)=[CH:9][CH:8]=[CH:7][C:3]=1[C:4](O)=[O:5].S(Cl)(Cl)=O.[F:24][C:25]([F:34])([F:33])[C:26]1[CH:27]=[C:28]([NH2:32])[CH:29]=[CH:30][CH:31]=1.C(N(CC)CC)C. The catalyst class is: 2.